The task is: Predict the product of the given reaction.. This data is from Forward reaction prediction with 1.9M reactions from USPTO patents (1976-2016). (1) Given the reactants [OH-:1].[Na+].[NH2:3][C:4]1[N:5]=[CH:6][C:7]2[S:12][C:11](=S)[NH:10][C:8]=2[N:9]=1.OO.Cl, predict the reaction product. The product is: [NH2:3][C:4]1[N:5]=[CH:6][C:7]2[S:12][C:11](=[O:1])[NH:10][C:8]=2[N:9]=1. (2) Given the reactants [F:1][C:2]([F:32])([F:31])[C:3]1[CH:4]=[C:5]([C@H:13]2[O:17][C:16](=[O:18])[N:15]([CH2:19][C:20]3[CH:25]=[C:24]([N+:26]([O-:28])=[O:27])[CH:23]=[CH:22][C:21]=3Br)[C@H:14]2[CH3:30])[CH:6]=[C:7]([C:9]([F:12])([F:11])[F:10])[CH:8]=1.C1(C)C=CC=CC=1.[Cl:40][C:41]1[CH:46]=[CH:45][C:44]([CH:47]([CH3:49])[CH3:48])=[CH:43][C:42]=1B(O)O.C(=O)([O-])[O-].[Na+].[Na+], predict the reaction product. The product is: [F:1][C:2]([F:32])([F:31])[C:3]1[CH:4]=[C:5]([C@H:13]2[O:17][C:16](=[O:18])[N:15]([CH2:19][C:20]3[CH:25]=[C:24]([N+:26]([O-:28])=[O:27])[CH:23]=[CH:22][C:21]=3[C:42]3[CH:43]=[C:44]([CH:47]([CH3:49])[CH3:48])[CH:45]=[CH:46][C:41]=3[Cl:40])[C@H:14]2[CH3:30])[CH:6]=[C:7]([C:9]([F:12])([F:11])[F:10])[CH:8]=1. (3) Given the reactants [CH3:1][O:2][C:3]1[CH:8]=[CH:7][C:6]([N:9]2[C:13]3[C:14](=[O:31])[N:15]([C:18]4[CH:23]=[CH:22][C:21]([N:24]5[CH:29]=[CH:28][CH:27]=[CH:26][C:25]5=[O:30])=[CH:20][CH:19]=4)[CH2:16][CH2:17][C:12]=3[C:11]([C:32]#[N:33])=[N:10]2)=[CH:5][CH:4]=1.[N-:34]=[N+:35]=[N-:36].[Na+].[NH4+].[Cl-].C(Cl)(C1C=CC=CC=1)(C1C=CC=CC=1)C1C=CC=CC=1, predict the reaction product. The product is: [CH3:1][O:2][C:3]1[CH:8]=[CH:7][C:6]([N:9]2[C:13]3[C:14](=[O:31])[N:15]([C:18]4[CH:23]=[CH:22][C:21]([N:24]5[CH:29]=[CH:28][CH:27]=[CH:26][C:25]5=[O:30])=[CH:20][CH:19]=4)[CH2:16][CH2:17][C:12]=3[C:11]([C:32]3[NH:36][N:35]=[N:34][N:33]=3)=[N:10]2)=[CH:5][CH:4]=1. (4) Given the reactants Br[C:2]1[C:3]([F:10])=[C:4]([CH:7]=[CH:8][CH:9]=1)[C:5]#[N:6].C(=O)([O-])[O-].[Na+].[Na+].[CH3:17][C:18]1[CH:23]=[CH:22][N:21]=[CH:20][C:19]=1B(O)O.COCCOC, predict the reaction product. The product is: [F:10][C:3]1[C:2]([C:19]2[CH:20]=[N:21][CH:22]=[CH:23][C:18]=2[CH3:17])=[CH:9][CH:8]=[CH:7][C:4]=1[C:5]#[N:6]. (5) Given the reactants [Cl:1][C:2]1[C:11]2[C:6](=[CH:7][CH:8]=[C:9]([C:12](Cl)=[O:13])[CH:10]=2)[C:5]([Cl:15])=[CH:4][N:3]=1.Cl.[C:17]([O:21][C:22](=[O:25])[CH2:23][NH2:24])([CH3:20])([CH3:19])[CH3:18].CCN(CC)CC, predict the reaction product. The product is: [C:17]([O:21][C:22](=[O:25])[CH2:23][NH:24][C:12]([C:9]1[CH:10]=[C:11]2[C:6]([C:5]([Cl:15])=[CH:4][N:3]=[C:2]2[Cl:1])=[CH:7][CH:8]=1)=[O:13])([CH3:20])([CH3:19])[CH3:18]. (6) Given the reactants [CH:1](NC(C)C)(C)C.[Br:8][C:9]1[CH:14]=[CH:13][C:12]([I:15])=[C:11]([F:16])[CH:10]=1.CI.O, predict the reaction product. The product is: [Br:8][C:9]1[CH:14]=[CH:13][C:12]([I:15])=[C:11]([F:16])[C:10]=1[CH3:1]. (7) Given the reactants [Br:1][C:2]1[CH:7]=[CH:6][C:5]([CH:8]2[CH2:10][O:9]2)=[CH:4][C:3]=1[F:11].[NH2:12][CH2:13][CH2:14][OH:15], predict the reaction product. The product is: [Br:1][C:2]1[CH:7]=[CH:6][C:5]([CH:8]([OH:9])[CH2:10][NH:12][CH2:13][CH2:14][OH:15])=[CH:4][C:3]=1[F:11].